The task is: Predict the reactants needed to synthesize the given product.. This data is from Full USPTO retrosynthesis dataset with 1.9M reactions from patents (1976-2016). Given the product [CH3:1][O:2][C:3]1[CH:8]=[C:7]([CH3:9])[C:6]([S:10]([N:13]([CH2:15][C:16]2[O:20][CH:19]=[C:18]([C:21]([NH:50][CH2:49][C:45]3[CH:46]=[CH:47][CH:48]=[C:43]([CH2:42][N:37]4[CH2:41][CH2:40][CH2:39][CH2:38]4)[CH:44]=3)=[O:22])[CH:17]=2)[CH3:14])(=[O:12])=[O:11])=[C:5]([CH3:24])[CH:4]=1, predict the reactants needed to synthesize it. The reactants are: [CH3:1][O:2][C:3]1[CH:8]=[C:7]([CH3:9])[C:6]([S:10]([N:13]([CH2:15][C:16]2[O:20][CH:19]=[C:18]([C:21](O)=[O:22])[CH:17]=2)[CH3:14])(=[O:12])=[O:11])=[C:5]([CH3:24])[CH:4]=1.C1N=CN(C(N2C=NC=C2)=O)C=1.[N:37]1([CH2:42][C:43]2[CH:44]=[C:45]([CH2:49][NH2:50])[CH:46]=[CH:47][CH:48]=2)[CH2:41][CH2:40][CH2:39][CH2:38]1.CCN(C(C)C)C(C)C.